Dataset: Reaction yield outcomes from USPTO patents with 853,638 reactions. Task: Predict the reaction yield, written as a fraction of the theoretical maximum amount of product (1.0 means a 100% yield; for example, 0.34 means a 34% yield). (1) The reactants are [CH3:1][O:2][C:3]1[CH:8]=[CH:7][C:6]([CH2:9][CH2:10][CH2:11][CH:12]=[O:13])=[CH:5][CH:4]=1.[C:14]([Mg]Br)#[CH:15]. The catalyst is C1COCC1. The product is [CH3:1][O:2][C:3]1[CH:8]=[CH:7][C:6]([CH2:9][CH2:10][CH2:11][CH:12]([OH:13])[C:14]#[CH:15])=[CH:5][CH:4]=1. The yield is 0.470. (2) The reactants are N[C:2]1[C:3]([C:10](=[O:17])/[C:11](/[F:16])=[CH:12]/[N:13](C)C)=[N:4][C:5]([O:8][CH3:9])=[CH:6][CH:7]=1.CN(C=O)C.Cl. No catalyst specified. The product is [F:16][C:11]1[CH:12]=[N:13][C:2]2[C:3]([C:10]=1[OH:17])=[N:4][C:5]([O:8][CH3:9])=[CH:6][CH:7]=2. The yield is 0.769. (3) The reactants are [CH2:1]([O:8][C:9]([NH:11][CH2:12][CH2:13][O:14][N:15]1C(=O)C2=CC=CC=C2C1=O)=[O:10])[C:2]1[CH:7]=[CH:6][CH:5]=[CH:4][CH:3]=1.O1CCCC1. The catalyst is C(O)C. The product is [CH2:1]([O:8][C:9]([NH:11][CH2:12][CH2:13][O:14][NH2:15])=[O:10])[C:2]1[CH:3]=[CH:4][CH:5]=[CH:6][CH:7]=1. The yield is 0.950. (4) The reactants are [CH:1]1([OH:9])[CH2:8][CH2:7][CH2:6][CH2:5][CH2:4][CH:3]=[CH:2]1.[CH2:10]([N:17]=[C:18]=[O:19])[C:11]1[CH:16]=[CH:15][CH:14]=[CH:13][CH:12]=1.C(N(CC)CC)C.[Al]. The catalyst is ClCCl. The product is [CH2:10]([NH:17][C:18](=[O:19])[O:9][CH:1]1[CH2:8][CH2:7][CH2:6][CH2:5][CH2:4][CH:3]=[CH:2]1)[C:11]1[CH:16]=[CH:15][CH:14]=[CH:13][CH:12]=1. The yield is 0.209. (5) The reactants are [O:1]1[CH2:6][CH2:5][CH:4]([C:7]([NH2:9])=O)[CH2:3][CH2:2]1.COC1C=CC(P2(SP(C3C=CC(OC)=CC=3)(=S)S2)=[S:19])=CC=1.C([O-])(O)=O.[Na+]. The catalyst is C1COCC1. The product is [O:1]1[CH2:6][CH2:5][CH:4]([C:7](=[S:19])[NH2:9])[CH2:3][CH2:2]1. The yield is 0.438. (6) The reactants are [H-].[Na+].[CH3:3][S:4]([NH2:7])(=[O:6])=[O:5].[C:8]([C:12]1[CH:17]=[CH:16][C:15]([C:18]2[CH:23]=[CH:22][CH:21]=[C:20]([CH:24]3[C:33]([CH3:35])([CH3:34])[CH2:32][C:31]4[C:26](=[C:27]([C:37](O)=[O:38])[CH:28]=[C:29]([Cl:36])[CH:30]=4)[NH:25]3)[CH:19]=2)=[CH:14][CH:13]=1)([CH3:11])([CH3:10])[CH3:9].C(N1C=CN=C1)(N1C=CN=C1)=O. The catalyst is CN(C)C=O. The product is [C:8]([C:12]1[CH:17]=[CH:16][C:15]([C:18]2[CH:23]=[CH:22][CH:21]=[C:20]([CH:24]3[C:33]([CH3:35])([CH3:34])[CH2:32][C:31]4[C:26](=[C:27]([C:37]([NH:7][S:4]([CH3:3])(=[O:6])=[O:5])=[O:38])[CH:28]=[C:29]([Cl:36])[CH:30]=4)[NH:25]3)[CH:19]=2)=[CH:14][CH:13]=1)([CH3:11])([CH3:9])[CH3:10]. The yield is 0.400. (7) The reactants are [NH2:1][CH2:2][CH:3]([C@H:12]1[CH2:17][CH2:16][C@H:15]([CH2:18][C:19]([O:21][CH2:22][CH3:23])=[O:20])[CH2:14][CH2:13]1)[NH:4][C:5]([O:7][C:8]([CH3:11])([CH3:10])[CH3:9])=[O:6].[C:24]([O:28][C:29](O[C:29]([O:28][C:24]([CH3:27])([CH3:26])[CH3:25])=[O:30])=[O:30])([CH3:27])([CH3:26])[CH3:25]. The catalyst is C(Cl)Cl. The product is [CH3:9][C:8]([CH3:11])([O:7][C:5](=[O:6])[NH:4][CH:3]([C@H:12]1[CH2:17][CH2:16][C@H:15]([CH2:18][C:19]([O:21][CH2:22][CH3:23])=[O:20])[CH2:14][CH2:13]1)[CH2:2][NH:1][C:29](=[O:30])[O:28][C:24]([CH3:27])([CH3:26])[CH3:25])[CH3:10]. The yield is 0.830.